Dataset: Full USPTO retrosynthesis dataset with 1.9M reactions from patents (1976-2016). Task: Predict the reactants needed to synthesize the given product. (1) Given the product [Si:16]([O:15][C@@H:14]1[C@@H:13]([CH2:9][O:8][Si:1]([C:4]([CH3:7])([CH3:5])[CH3:6])([CH3:2])[CH3:3])[O:12][C@@H:11]([N:23]2[C:41]3[N:40]=[CH:39][N:38]=[C:27]([O:28][C:29]4[CH:34]=[CH:33][CH:45]=[C:31]([C:32]#[N:35])[CH:30]=4)[C:26]=3[N:25]=[CH:24]2)[CH2:10]1)([C:19]([CH3:21])([CH3:22])[CH3:20])([CH3:18])[CH3:17], predict the reactants needed to synthesize it. The reactants are: [Si:1]([O:8][C@@H:9]1[C@@H:13]([CH2:14][O:15][Si:16]([C:19]([CH3:22])([CH3:21])[CH3:20])([CH3:18])[CH3:17])[O:12][C@@H:11]([N:23]2[C:41]3[N:40]=[CH:39][N:38]=[C:27]([O:28][C:29]4[CH:34]=[CH:33][C:32]([N+:35]([O-])=O)=[CH:31][CH:30]=4)[C:26]=3[N:25]=[CH:24]2)[CH2:10]1)([C:4]([CH3:7])([CH3:6])[CH3:5])([CH3:3])[CH3:2].N1(OC2C3N=CN(C=3N=CN=2)[C@@H]2O[C@H](CO[Si](C(C)(C)C)(C)C)[C@@H](O[Si](C(C)(C)C)(C)C)C2)C2C=CC=C[C:45]=2N=N1.C(C1C=C(O)C=CC=1)#N.C([O-])([O-])=O.[Cs+].[Cs+]. (2) Given the product [CH:11]([C:8]1[CH:7]=[CH:6][C:5]([CH:4]=[C:20]2[S:16][C:17](=[O:22])[NH:18][C:19]2=[O:21])=[CH:10][CH:9]=1)=[O:12], predict the reactants needed to synthesize it. The reactants are: CCO[CH:4](OCC)[C:5]1[CH:10]=[CH:9][C:8]([CH:11]=[O:12])=[CH:7][CH:6]=1.[S:16]1[CH2:20][C:19](=[O:21])[NH:18][C:17]1=[O:22].N1CCCCC1.Cl. (3) Given the product [CH3:18][C:15]1[CH:16]=[CH:17][C:12]([C:11]([NH:10][C:6]2[CH:5]=[C:4]3[C:9](=[CH:8][CH:7]=2)[N:1]([CH2:33][C:28]2[CH:29]=[CH:30][CH:31]=[CH:32][N:27]=2)[CH2:2][CH2:3]3)=[O:26])=[C:13]([N:19]2[CH2:20][CH2:21][CH:22]([CH3:25])[CH2:23][CH2:24]2)[N:14]=1, predict the reactants needed to synthesize it. The reactants are: [NH:1]1[C:9]2[C:4](=[CH:5][C:6]([NH:10][C:11](=[O:26])[C:12]3[CH:17]=[CH:16][C:15]([CH3:18])=[N:14][C:13]=3[N:19]3[CH2:24][CH2:23][CH:22]([CH3:25])[CH2:21][CH2:20]3)=[CH:7][CH:8]=2)[CH2:3][CH2:2]1.[N:27]1[CH:32]=[CH:31][CH:30]=[CH:29][C:28]=1[CH:33]=O.C(O[BH-](OC(=O)C)OC(=O)C)(=O)C.[Na+].C(=O)([O-])[O-].[K+].[K+]. (4) Given the product [Br:8][C:5]1[CH:6]=[CH:7][C:2]2[N:1]=[C:27]([CH:28]3[CH2:33][C:32](=[CH2:31])[CH2:29]3)[S:9][C:3]=2[CH:4]=1, predict the reactants needed to synthesize it. The reactants are: [NH2:1][C:2]1[CH:7]=[CH:6][C:5]([Br:8])=[CH:4][C:3]=1[SH:9].C1C=CC(N=NC2C=CC(N)=NC=2N)=CC=1.Cl.[CH3:27][C:28]1[CH:29]=C[C:31](S(O)(=O)=O)=[CH:32][CH:33]=1.C(N(CC)CC)C.C=C1CC(C(Cl)=O)C1. (5) Given the product [NH2:41][C:31]1([C:29]([NH:28][C@:23]2([C:21]([NH:20][S:19]([C:14]3[CH:15]=[CH:16][CH:17]=[CH:18][C:13]=3[NH:12][C:11]([CH2:10][CH2:9][CH2:8][CH2:7][CH2:6][CH2:5][CH2:4][C:3]([OH:52])=[O:2])=[O:51])(=[O:50])=[O:49])=[O:22])[CH2:25][C@H:24]2[CH:26]=[CH2:27])=[O:30])[CH2:40][CH2:39][C:38]2[C:33](=[CH:34][CH:35]=[CH:36][CH:37]=2)[CH2:32]1, predict the reactants needed to synthesize it. The reactants are: C[O:2][C:3](=[O:52])[CH2:4][CH2:5][CH2:6][CH2:7][CH2:8][CH2:9][CH2:10][C:11](=[O:51])[NH:12][C:13]1[CH:18]=[CH:17][CH:16]=[CH:15][C:14]=1[S:19](=[O:50])(=[O:49])[NH:20][C:21]([C@@:23]1([NH:28][C:29]([C:31]2([NH:41]C(OC(C)(C)C)=O)[CH2:40][CH2:39][C:38]3[C:33](=[CH:34][CH:35]=[CH:36][CH:37]=3)[CH2:32]2)=[O:30])[CH2:25][C@H:24]1[CH:26]=[CH2:27])=[O:22].C(O)(C(F)(F)F)=O.[Li+].[OH-]. (6) Given the product [F:27][C:21]1[CH:22]=[C:23]([I:26])[CH:24]=[CH:25][C:20]=1[NH:19][C:11]1[N:12]([CH3:18])[C:13](=[O:17])[C:14]([CH3:16])=[CH:15][C:10]=1[C:8]([NH:7][O:6][CH2:5][CH2:4][OH:3])=[O:9], predict the reactants needed to synthesize it. The reactants are: C([O:3][CH2:4][CH2:5][O:6][NH:7][C:8]([C:10]1[CH:15]=[C:14]([CH3:16])[C:13](=[O:17])[N:12]([CH3:18])[C:11]=1[NH:19][C:20]1[CH:25]=[CH:24][C:23]([I:26])=[CH:22][C:21]=1[F:27])=[O:9])=C.Cl.[OH-].[Na+].C(OCC)(=O)C. (7) The reactants are: FC(F)(F)C([O-])=O.[Cl:8][C:9]1[CH:22]=[C:21]([Cl:23])[CH:20]=[CH:19][C:10]=1[O:11][CH2:12][CH2:13][CH2:14][NH2+:15][CH2:16][C:17]#[CH:18].O=[CH:25][CH2:26][CH2:27][NH:28][C:29](=[O:35])[O:30][C:31]([CH3:34])([CH3:33])[CH3:32].CCN(C(C)C)C(C)C.C(O)(=O)C.C(O[BH-](OC(=O)C)OC(=O)C)(=O)C.[Na+]. Given the product [Cl:8][C:9]1[CH:22]=[C:21]([Cl:23])[CH:20]=[CH:19][C:10]=1[O:11][CH2:12][CH2:13][CH2:14][N:15]([CH2:16][C:17]#[CH:18])[CH2:25][CH2:26][CH2:27][NH:28][C:29](=[O:35])[O:30][C:31]([CH3:34])([CH3:33])[CH3:32], predict the reactants needed to synthesize it. (8) Given the product [O:23]1[CH2:27][CH2:26][CH:25]([CH2:28][NH:29][C:14]([C:11]2[CH:10]=[C:9]([CH2:8][O:7][CH2:6][C:5]3[CH:17]=[CH:18][CH:19]=[C:3]([C:2]([F:1])([F:21])[F:20])[CH:4]=3)[O:13][N:12]=2)=[O:16])[CH2:24]1, predict the reactants needed to synthesize it. The reactants are: [F:1][C:2]([F:21])([F:20])[C:3]1[CH:4]=[C:5]([CH:17]=[CH:18][CH:19]=1)[CH2:6][O:7][CH2:8][C:9]1[O:13][N:12]=[C:11]([C:14]([OH:16])=O)[CH:10]=1.Cl.[O:23]1[CH2:27][CH2:26][CH:25]([CH2:28][NH2:29])[CH2:24]1.C(N(CC)CC)C.ON1C2C=CC=CC=2N=N1.Cl.C(N=C=NCCCN(C)C)C. (9) Given the product [N:1]1[CH:6]=[CH:5][CH:4]=[C:3]([C:7]2[CH:14]=[CH:13][C:10]([CH2:11][NH:15][C:16]3[S:17][C:18]([C:21]([O:23][CH3:24])=[O:22])=[CH:19][N:20]=3)=[CH:9][CH:8]=2)[CH:2]=1, predict the reactants needed to synthesize it. The reactants are: [N:1]1[CH:6]=[CH:5][CH:4]=[C:3]([C:7]2[CH:14]=[CH:13][C:10]([CH:11]=O)=[CH:9][CH:8]=2)[CH:2]=1.[NH2:15][C:16]1[S:17][C:18]([C:21]([O:23][CH3:24])=[O:22])=[CH:19][N:20]=1.C(O)(=O)C.[BH4-].[Na+].